This data is from Full USPTO retrosynthesis dataset with 1.9M reactions from patents (1976-2016). The task is: Predict the reactants needed to synthesize the given product. Given the product [CH2:55]([O:54][C@H:53]1[CH2:52][NH:51][CH2:50][C@H:49]1[NH:48][C:32]1[C:31]([CH2:29][CH3:30])=[N:36][C:35]([C:37]2[CH:42]=[CH:41][C:40]([O:43][CH3:44])=[CH:39][C:38]=2[CH3:45])=[C:34]([CH2:46][CH3:47])[N:33]=1)[CH3:56], predict the reactants needed to synthesize it. The reactants are: C(O[C@H]1CNC[C@H]1NC1C(CC)=NC(C2C(C)=NC(OC)=CC=2)=C(CC)N=1)C.[CH2:29]([C:31]1[C:32]([NH:48][C@H:49]2[C@@H:53]([O:54][CH2:55][CH3:56])[CH2:52][N:51](C(OCC3C=CC=CC=3)=O)[CH2:50]2)=[N:33][C:34]([CH2:46][CH3:47])=[C:35]([C:37]2[CH:42]=[CH:41][C:40]([O:43][CH3:44])=[CH:39][C:38]=2[CH3:45])[N:36]=1)[CH3:30].